Dataset: Experimentally validated miRNA-target interactions with 360,000+ pairs, plus equal number of negative samples. Task: Binary Classification. Given a miRNA mature sequence and a target amino acid sequence, predict their likelihood of interaction. (1) The miRNA is cel-miR-73-3p with sequence UGGCAAGAUGUAGGCAGUUCAGU. The protein sequence of the target gene is MRKGIQPALEQYLVTAGGGEGAAVVAAAAAASMDKRALLASPGFAAAAAPGTYIQILTTNPSTTSCATSLQSGALTAGPLLPSVPGTEPAASSLYTTPQGPSSRVGLLQQPPAPGRGGGGGPPAKRRLELGESGHQYLSDGLKTPKGKGRAALRSPDSPKTPKSPSEKTRYDTSLGLLTKKFIQLLSQSPDGVLDLNKAAEVLKVQKRRIYDITNVLEGIHLIKKKSKNNVQWMGCSLSEDGGMLAQCQGLSKEVTELSQEEKKLDELIQSCTLDLKLLTEDSENQRLAYVTYQDIRKIS.... Result: 0 (no interaction). (2) The miRNA is hsa-miR-3153 with sequence GGGGAAAGCGAGUAGGGACAUUU. The protein sequence of the target gene is MAGDVGGRSCTDSELLLHPELLSQEFLLLTLEQKNIAVETDVRVNKDSLTDLYVQHAIPLPQRDLPKNRWGKMMEKKREQHEIKNETKRSSTVDGLRKRPLIVFDGSSTSTSIKVKKTENGDNDRLKPPPQASFTSNAFRKLSNSSSSVSPLILSSNLPVNNKTEHNNNDAKQNHDLTHRKSPSGPVKSPPLSPVGTTPVKLKRAAPKEEAEAMNNLKPPQAKRKIQHVTWP. Result: 0 (no interaction). (3) The miRNA is hsa-miR-4793-5p with sequence ACAUCCUGCUCCACAGGGCAGAGG. The protein sequence of the target gene is MAAAAPDSRVSEEENLKKTPKKKMKMVTGAVASVLEDEATDTSDSEGSCGSEKDHFYSDDDAIEADSEGDAEPCDKENENDGESSVGTNMGWADAMAKVLNKKTPESKPTILVKNKKLEKEKEKLKQERLEKIKQRDKRLEWEMMCRVKPDVVQDKETERNLQRIATRGVVQLFNAVQKHQKNVDEKVKEAGSSMRKRAKLISTVSKKDFISVLRGMDGSTNETASSRKKPKAKQTEVKSEEGPGWTILRDDFMMGASMKDWDKESDGPDDSRPESASDSDT. Result: 1 (interaction). (4) The miRNA is hsa-miR-4771 with sequence AGCAGACUUGACCUACAAUUA. The protein sequence of the target gene is MSHQILLLLAMLTLGLAISQRREQVPCRTVNKEALCHGLGLLQVPSVLSLDIQALYLSGNQLQSILVSPLGFYTALRHLDLSDNQISFLQAGVFQALPYLEHLNLAHNRLATGMALNSGGLGRLPLLVSLDLSGNSLHGNLVERLLGETPRLRTLSLAENSLTRLARHTFWGMPAVEQLDLHSNVLMDIEDGAFEALPHLTHLNLSRNSLTCISDFSLQQLQVLDLSCNSIEAFQTAPEPQAQFQLAWLDLRENKLLHFPDLAVFPRLIYLNVSNNLIQLPAGLPRGSEDLHAPSEGWSA.... Result: 0 (no interaction).